This data is from Full USPTO retrosynthesis dataset with 1.9M reactions from patents (1976-2016). The task is: Predict the reactants needed to synthesize the given product. (1) Given the product [CH3:1][O:2][C:3]([C:5]1[CH:10]=[CH:9][CH:8]=[C:7]([C:24]2[CH:23]=[CH:22][C:21]([O:20][C:19]([F:18])([F:30])[F:31])=[CH:26][CH:25]=2)[N:6]=1)=[O:4], predict the reactants needed to synthesize it. The reactants are: [CH3:1][O:2][C:3]([C:5]1[CH:10]=[CH:9][CH:8]=[C:7](Br)[N:6]=1)=[O:4].C(=O)([O-])[O-].[Cs+].[Cs+].[F:18][C:19]([F:31])([F:30])[O:20][C:21]1[CH:26]=[CH:25][C:24](B(O)O)=[CH:23][CH:22]=1. (2) Given the product [CH:1]([N:14]1[C:22]2[C:17](=[CH:18][CH:19]=[C:20]([Cl:23])[CH:21]=2)[CH:16]=[C:15]1[CH:24]=[CH:29][N+:26]([O-:28])=[O:27])([C:8]1[CH:13]=[CH:12][CH:11]=[CH:10][CH:9]=1)[C:2]1[CH:7]=[CH:6][CH:5]=[CH:4][CH:3]=1, predict the reactants needed to synthesize it. The reactants are: [CH:1]([N:14]1[C:22]2[C:17](=[CH:18][CH:19]=[C:20]([Cl:23])[CH:21]=2)[CH:16]=[C:15]1[CH:24]=O)([C:8]1[CH:13]=[CH:12][CH:11]=[CH:10][CH:9]=1)[C:2]1[CH:7]=[CH:6][CH:5]=[CH:4][CH:3]=1.[N+:26]([CH3:29])([O-:28])=[O:27]. (3) Given the product [F:9][CH:8]([F:10])[C:7]1[C:2]([C:17]2[CH:16]=[N:15][C:14]([C:13]([F:24])([F:23])[F:12])=[N:19][CH:18]=2)=[CH:3][C:4]([CH3:11])=[N:5][CH:6]=1, predict the reactants needed to synthesize it. The reactants are: Cl[C:2]1[C:7]([CH:8]([F:10])[F:9])=[CH:6][N:5]=[C:4]([CH3:11])[CH:3]=1.[F:12][C:13]([F:24])([F:23])[C:14]1[N:19]=[CH:18][C:17](B(O)O)=[CH:16][N:15]=1.C(=O)([O-])[O-].[K+].[K+].